Dataset: Forward reaction prediction with 1.9M reactions from USPTO patents (1976-2016). Task: Predict the product of the given reaction. (1) Given the reactants [Br:1][C:2]1[CH:16]=[C:15]2[C:5]([CH2:6][C:7]([CH2:18][O:19][Si](C(C)(C)C)(C)C)([CH3:17])[CH2:8][C:9]32[CH2:13][O:12][C:11]([NH2:14])=[N:10]3)=[CH:4][CH:3]=1.[F-].C([N+](CCCC)(CCCC)CCCC)CCC, predict the reaction product. The product is: [NH2:14][C:11]1[O:12][CH2:13][C:9]2([C:15]3[C:5](=[CH:4][CH:3]=[C:2]([Br:1])[CH:16]=3)[CH2:6][C:7]([CH2:18][OH:19])([CH3:17])[CH2:8]2)[N:10]=1. (2) Given the reactants [NH2:1][C:2]1[CH:7]=[CH:6][CH:5]=[CH:4][C:3]=1[S:8]([NH:11][CH2:12][CH2:13][OH:14])(=[O:10])=[O:9].[Cl:15][C:16]1[CH:21]=[C:20]([Cl:22])[CH:19]=[C:18]([Cl:23])[C:17]=1Br.C([O-])([O-])=O.[K+].[K+].CC1(C)C2C(=C(P(C3C=CC=CC=3)C3C=CC=CC=3)C=CC=2)OC2C(P(C3C=CC=CC=3)C3C=CC=CC=3)=CC=CC1=2, predict the reaction product. The product is: [OH:14][CH2:13][CH2:12][NH:11][S:8]([C:3]1[CH:4]=[CH:5][CH:6]=[CH:7][C:2]=1[NH:1][C:17]1[C:16]([Cl:15])=[CH:21][C:20]([Cl:22])=[CH:19][C:18]=1[Cl:23])(=[O:10])=[O:9]. (3) Given the reactants [C:1]([O:6]CC)(=O)[CH:2]=[N:3][OH:4].[CH:9]12[CH2:19][CH:14]3[CH2:15][CH:16]([CH2:18][CH:11]([N:12]([CH2:20][CH2:21][CH2:22][NH2:23])[CH2:13]3)[CH2:10]1)[CH2:17]2, predict the reaction product. The product is: [CH:9]12[CH2:19][CH:14]3[CH2:15][CH:16]([CH2:18][CH:11]([N:12]([CH2:20][CH2:21][CH2:22][NH:23][C:1](=[O:6])[CH:2]=[N:3][OH:4])[CH2:13]3)[CH2:10]1)[CH2:17]2. (4) Given the reactants [CH3:1][N:2]1[C:6]2[C:7]([NH2:11])=[CH:8][CH:9]=[CH:10][C:5]=2[N:4]=[CH:3]1.[F:12][C:13]1[CH:18]=[CH:17][C:16]([O:19][CH3:20])=[C:15]([N:21]=[C:22]=[S:23])[CH:14]=1.CC1N(C)C2C(NC(=S)NC3C=C(S(N)(=O)=O)C=CC=3OC(C)C)=CC=CC=2N=1, predict the reaction product. The product is: [F:12][C:13]1[CH:18]=[CH:17][C:16]([O:19][CH3:20])=[C:15]([NH:21][C:22]([NH:11][C:7]2[C:6]3[N:2]([CH3:1])[CH:3]=[N:4][C:5]=3[CH:10]=[CH:9][CH:8]=2)=[S:23])[CH:14]=1. (5) Given the reactants [CH3:1][O:2][C:3]([C:5]1([C:8]2[CH:13]=[CH:12][C:11](B3OC(C)(C)C(C)(C)O3)=[CH:10][CH:9]=2)[CH2:7][CH2:6]1)=[O:4].[C:23]1([C@H:29]([O:31][C:32](=[O:47])[NH:33][C:34]2[N:35]([C:40]3[CH:45]=[CH:44][C:43](Br)=[CH:42][CH:41]=3)[N:36]=[N:37][C:38]=2[CH3:39])[CH3:30])[CH:28]=[CH:27][CH:26]=[CH:25][CH:24]=1.C1(C)C=CC=CC=1.P([O-])([O-])([O-])=O.[K+].[K+].[K+], predict the reaction product. The product is: [CH3:1][O:2][C:3]([C:5]1([C:8]2[CH:9]=[CH:10][C:11]([C:43]3[CH:42]=[CH:41][C:40]([N:35]4[C:34]([NH:33][C:32]([O:31][C@@H:29]([C:23]5[CH:28]=[CH:27][CH:26]=[CH:25][CH:24]=5)[CH3:30])=[O:47])=[C:38]([CH3:39])[N:37]=[N:36]4)=[CH:45][CH:44]=3)=[CH:12][CH:13]=2)[CH2:6][CH2:7]1)=[O:4]. (6) Given the reactants B(Br)(Br)Br.[Cl:5][C:6]1[CH:7]=[CH:8][C:9]([O:31]CC2C=CC=CC=2)=[C:10]([C:12]2[CH:17]=[CH:16][C:15]([S:18]([N:21]3[CH2:26][CH2:25][O:24][CH2:23][CH2:22]3)(=[O:20])=[O:19])=[C:14]([C:27]([F:30])([F:29])[F:28])[CH:13]=2)[CH:11]=1, predict the reaction product. The product is: [Cl:5][C:6]1[CH:7]=[CH:8][C:9]([OH:31])=[C:10]([C:12]2[CH:17]=[CH:16][C:15]([S:18]([N:21]3[CH2:26][CH2:25][O:24][CH2:23][CH2:22]3)(=[O:20])=[O:19])=[C:14]([C:27]([F:28])([F:29])[F:30])[CH:13]=2)[CH:11]=1.